This data is from Full USPTO retrosynthesis dataset with 1.9M reactions from patents (1976-2016). The task is: Predict the reactants needed to synthesize the given product. (1) Given the product [Cl:37][C:38]1[C:39]([F:45])=[C:40]([NH:41][C:20]2[C:19]3[C:24](=[CH:25][C:26]([O:27][CH3:28])=[C:17]([O:16][CH:13]4[CH2:12][CH2:11][C:10](=[O:9])[CH2:15][CH2:14]4)[CH:18]=3)[N:23]=[CH:22][N:21]=2)[CH:42]=[CH:43][CH:44]=1, predict the reactants needed to synthesize it. The reactants are: P(Cl)(Cl)(Cl)=O.O1[C:10]2([CH2:15][CH2:14][CH:13]([O:16][C:17]3[CH:18]=[C:19]4[C:24](=[CH:25][C:26]=3[O:27][CH3:28])[N:23]=[CH:22][NH:21][C:20]4=O)[CH2:12][CH2:11]2)[O:9]CC1.C(N(CC)CC)C.[Cl:37][C:38]1[C:39]([F:45])=[C:40]([CH:42]=[CH:43][CH:44]=1)[NH2:41]. (2) Given the product [CH3:40][C:35]1[N:36]=[N:37][N:38]([CH3:39])[C:34]=1[C:31]1[CH:32]=[N:33][C:11]2[C:10]3[CH:9]=[CH:8][C:7]([C:4]([NH2:1])([CH3:6])[CH3:5])=[C:15]([F:16])[C:14]=3[N:13]([C@@H:17]([CH:18]3[CH2:23][CH2:22][O:21][CH2:20][CH2:19]3)[C:24]3[CH:25]=[CH:26][CH:27]=[CH:28][CH:29]=3)[C:12]=2[CH:30]=1, predict the reactants needed to synthesize it. The reactants are: [N:1]([C:4]([C:7]1[CH:8]=[CH:9][C:10]2[C:11]3[N:33]=[CH:32][C:31]([C:34]4[N:38]([CH3:39])[N:37]=[N:36][C:35]=4[CH3:40])=[CH:30][C:12]=3[N:13]([C@H:17]([C:24]3[CH:29]=[CH:28][CH:27]=[CH:26][CH:25]=3)[CH:18]3[CH2:23][CH2:22][O:21][CH2:20][CH2:19]3)[C:14]=2[C:15]=1[F:16])([CH3:6])[CH3:5])=[N+]=[N-].CP(C)C.O.